This data is from Forward reaction prediction with 1.9M reactions from USPTO patents (1976-2016). The task is: Predict the product of the given reaction. (1) Given the reactants [Cl:1][CH2:2][CH2:3][CH:4]([C:8]1[CH:13]=[CH:12][CH:11]=[CH:10][CH:9]=1)[C:5](Cl)=[O:6].[C:14]([O:18][C:19]([CH3:22])([CH3:21])[CH3:20])(=[O:17])[NH:15][NH2:16].C(N(CC)CC)C.C(=O)(O)[O-].[Na+], predict the reaction product. The product is: [Cl:1][CH2:2][CH2:3][CH:4]([C:8]1[CH:13]=[CH:12][CH:11]=[CH:10][CH:9]=1)[C:5]([NH:16][NH:15][C:14]([O:18][C:19]([CH3:22])([CH3:21])[CH3:20])=[O:17])=[O:6]. (2) Given the reactants Cl.[NH2:2][C:3]1[NH:7][N:6]=[CH:5][C:4]=1[C:8](=[NH:13])[O:9][CH2:10][C:11]#[CH:12].CCN(C(C)C)C(C)C, predict the reaction product. The product is: [CH3:12][C:11]1[N:13]=[C:8]([C:4]2[CH:5]=[N:6][NH:7][C:3]=2[NH2:2])[O:9][CH:10]=1. (3) Given the reactants [Li]C(CC)C.CN(CCN(C)C)C.[CH3:14][O:15][C:16]1[CH:24]=[C:23]([C:25]([F:28])([F:27])[F:26])[CH:22]=[CH:21][C:17]=1[C:18]([OH:20])=[O:19].[Br:29]C(Cl)(Cl)C(Cl)(Cl)Br, predict the reaction product. The product is: [Br:29][C:21]1[CH:22]=[C:23]([C:25]([F:26])([F:27])[F:28])[CH:24]=[C:16]([O:15][CH3:14])[C:17]=1[C:18]([OH:20])=[O:19].